Dataset: Drug-target binding data from BindingDB patent sources. Task: Regression. Given a target protein amino acid sequence and a drug SMILES string, predict the binding affinity score between them. We predict pAffinity (pAffinity = -log10(affinity in M)). Dataset: bindingdb_patent. (1) The small molecule is Nc1ccccc1NC(=O)CCCCCNC(=O)c1ccc2OCCOc2c1. The target protein (O15379) has sequence MAKTVAYFYDPDVGNFHYGAGHPMKPHRLALTHSLVLHYGLYKKMIVFKPYQASQHDMCRFHSEDYIDFLQRVSPTNMQGFTKSLNAFNVGDDCPVFPGLFEFCSRYTGASLQGATQLNNKICDIAINWAGGLHHAKKFEASGFCYVNDIVIGILELLKYHPRVLYIDIDIHHGDGVQEAFYLTDRVMTVSFHKYGNYFFPGTGDMYEVGAESGRYYCLNVPLRDGIDDQSYKHLFQPVINQVVDFYQPTCIVLQCGADSLGCDRLGCFNLSIRGHGECVEYVKSFNIPLLVLGGGGYTVRNVARCWTYETSLLVEEAISEELPYSEYFEYFAPDFTLHPDVSTRIENQNSRQYLDQIRQTIFENLKMLNHAPSVQIHDVPADLLTYDRTDEADAEERGPEENYSRPEAPNEFYDGDHDNDKESDVEI. The pAffinity is 6.2. (2) The small molecule is O=C(Nc1cc(on1)-c1ccccc1)c1nc(ccc1Nc1cncnc1)C1CC1. The target protein (Q9Y233) has sequence MRIEERKSQHLTGLTDEKVKAYLSLHPQVLDEFVSESVSAETVEKWLKRKNNKSEDESAPKEVSRYQDTNMQGVVYELNSYIEQRLDTGGDNQLLLYELSSIIKIATKADGFALYFLGECNNSLCIFTPPGIKEGKPRLIPAGPITQGTTVSAYVAKSRKTLLVEDILGDERFPRGTGLESGTRIQSVLCLPIVTAIGDLIGILELYRHWGKEAFCLSHQEVATANLAWASVAIHQVQVCRGLAKQTELNDFLLDVSKTYFDNIVAIDSLLEHIMIYAKNLVNADRCALFQVDHKNKELYSDLFDIGEEKEGKPVFKKTKEIRFSIEKGIAGQVARTGEVLNIPDAYADPRFNREVDLYTGYTTRNILCMPIVSRGSVIGVVQMVNKISGSAFSKTDENNFKMFAVFCALALHCANMYHRIRHSECIYRVTMEKLSYHSICTSEEWQGLMQFTLPVRLCKEIELFHFDIGPFENMWPGIFVYMVHRSCGTSCFELEKLCR.... The pAffinity is 5.8. (3) The drug is COc1cc(\C=C(/C#N)C(N)=O)cc(c1)-c1cnc2[nH]cc(-c3ccnc(OC)c3)c2c1. The target protein (Q08881) has sequence MNNFILLEEQLIKKSQQKRRTSPSNFKVRFFVLTKASLAYFEDRHGKKRTLKGSIELSRIKCVEIVKSDISIPCHYKYPFQVVHDNYLLYVFAPDRESRQRWVLALKEETRNNNSLVPKYHPNFWMDGKWRCCSQLEKLATGCAQYDPTKNASKKPLPPTPEDNRRPLWEPEETVVIALYDYQTNDPQELALRRNEEYCLLDSSEIHWWRVQDRNGHEGYVPSSYLVEKSPNNLETYEWYNKSISRDKAEKLLLDTGKEGAFMVRDSRTAGTYTVSVFTKAVVSENNPCIKHYHIKETNDNPKRYYVAEKYVFDSIPLLINYHQHNGGGLVTRLRYPVCFGRQKAPVTAGLRYGKWVIDPSELTFVQEIGSGQFGLVHLGYWLNKDKVAIKTIREGAMSEEDFIEEAEVMMKLSHPKLVQLYGVCLEQAPICLVFEFMEHGCLSDYLRTQRGLFAAETLLGMCLDVCEGMAYLEEACVIHRDLAARNCLVGENQVIKVSD.... The pAffinity is 6.0. (4) The drug is CN1CCN(CC1)c1nc2ccccc2nc1Cn1nc(-c2ccc3nc(N)sc3c2)c2c(N)ncnc12. The target protein (O00750) has sequence MSSTQGNGEHWKSLESVGISRKELAMAEALQMEYDALSRLRHDKEENRAKQNADPSLISWDEPGVDFYSKPAGRRTDLKLLRGLSGSDPTLNYNSLSPQEGPPNHSTSQGPQPGSDPWPKGSLSGDYLYIFDGSDGGVSSSPGPGDIEGSCKKLSPPPLPPRASIWDTPPLPPRKGSPSSSKISQPSDINTFSLVEQLPGKLLEHRILEEEEVLGGGGQGRLLGSVDYDGINDAITRLNLKSTYDAEMLRDATRGWKEGRGPLDFSKDTSGKPVARSKTMPPQVPPRTYASRYGNRKNATPGKNRRISAAPVGSRPHTVANGHELFEVSEERDEEVAAFCHMLDILRSGSDIQDYFLTGYVWSAVTPSPEHLGDEVNLKVTVLCDRLQEALTFTCNCSSTVDLLIYQTLCYTHDDLRNVDVGDFVLKPCGLEEFLQNKHALGSHEYIQYCRKFDIDIRLQLMEQKVVRSDLARTVNDDQSPSTLNYLVHLQERPVKQTIS.... The pAffinity is 7.0. (5) The compound is Nc1ncnc2n(nc(-c3ccc(Oc4c(F)c(F)cc(F)c4F)cc3F)c12)[C@H]1CCN(C1)C(=O)C=C. The target protein (Q06187) has sequence MAAVILESIFLKRSQQKKKTSPLNFKKRLFLLTVHKLSYYEYDFERGRRGSKKGSIDVEKITCVETVVPEKNPPPERQIPRRGEESSEMEQISIIERFPYPFQVVYDEGPLYVFSPTEELRKRWIHQLKNVIRYNSDLVQKYHPCFWIDGQYLCCSQTAKNAMGCQILENRNGSLKPGSSHRKTKKPLPPTPEEDQILKKPLPPEPAAAPVSTSELKKVVALYDYMPMNANDLQLRKGDEYFILEESNLPWWRARDKNGQEGYIPSNYVTEAEDSIEMYEWYSKHMTRSQAEQLLKQEGKEGGFIVRDSSKAGKYTVSVFAKSTGDPQGVIRHYVVCSTPQSQYYLAEKHLFSTIPELINYHQHNSAGLISRLKYPVSQQNKNAPSTAGLGYGSWEIDPKDLTFLKELGTGQFGVVKYGKWRGQYDVAIKMIKEGSMSEDEFIEEAKVMMNLSHEKLVQLYGVCTKQRPIFIITEYMANGCLLNYLREMRHRFQTQQLLE.... The pAffinity is 7.7.